From a dataset of Reaction yield outcomes from USPTO patents with 853,638 reactions. Predict the reaction yield, written as a fraction of the theoretical maximum amount of product (1.0 means a 100% yield; for example, 0.34 means a 34% yield). (1) The reactants are [Br:1][C:2]1[CH:3]=[C:4]([CH2:8][CH2:9][CH2:10][CH2:11]OS(C2C=CC(C)=CC=2)(=O)=O)[CH:5]=[CH:6][CH:7]=1.[C-:23]#[N:24].[Na+]. The catalyst is CS(C)=O.O. The product is [Br:1][C:2]1[CH:3]=[C:4]([CH2:8][CH2:9][CH2:10][CH2:11][C:23]#[N:24])[CH:5]=[CH:6][CH:7]=1. The yield is 0.780. (2) The reactants are [O:1]1[C:9]2[C:4](=[N:5][CH:6]=[CH:7][CH:8]=2)[NH:3][C:2]1=[O:10].[Br:11]N1C(=O)CCC1=O. The catalyst is C(#N)C.C(O)(=O)C. The product is [Br:11][C:7]1[CH:8]=[C:9]2[O:1][C:2](=[O:10])[NH:3][C:4]2=[N:5][CH:6]=1. The yield is 0.550. (3) The reactants are [ClH:1].[CH2:2]([O:9][C:10]1[C:11]([NH:17][C:18]2[S:19][CH:20]=[C:21]([CH3:23])[N:22]=2)=[N:12][CH:13]=[C:14](Br)[CH:15]=1)[C:3]1[CH:8]=[CH:7][CH:6]=[CH:5][CH:4]=1.[Li]C.C([Li])CCC.[S:31]1[CH:35]=[CH:34][CH:33]=[C:32]1[S:36][S:36][C:32]1[S:31][CH:35]=[CH:34][CH:33]=1. No catalyst specified. The product is [ClH:1].[CH2:2]([O:9][C:10]1[C:11]([NH:17][C:18]2[S:19][CH:20]=[C:21]([CH3:23])[N:22]=2)=[N:12][CH:13]=[C:14]([S:36][C:32]2[S:31][CH:35]=[CH:34][CH:33]=2)[CH:15]=1)[C:3]1[CH:8]=[CH:7][CH:6]=[CH:5][CH:4]=1. The yield is 0.423.